This data is from Full USPTO retrosynthesis dataset with 1.9M reactions from patents (1976-2016). The task is: Predict the reactants needed to synthesize the given product. (1) Given the product [C:1]([O:5][C:6](=[O:19])[N:7]([CH2:24][CH:23]=[CH2:22])[C@H:8]1[CH2:17][CH2:16][C:15]2[C:10](=[CH:11][CH:12]=[C:13]([Br:18])[CH:14]=2)[CH2:9]1)([CH3:4])([CH3:2])[CH3:3], predict the reactants needed to synthesize it. The reactants are: [C:1]([O:5][C:6](=[O:19])[NH:7][C@H:8]1[CH2:17][CH2:16][C:15]2[C:10](=[CH:11][CH:12]=[C:13]([Br:18])[CH:14]=2)[CH2:9]1)([CH3:4])([CH3:3])[CH3:2].[H-].[Na+].[CH2:22](Br)[CH:23]=[CH2:24]. (2) Given the product [CH3:1][O:2][C:3]([C@@H:5]1[CH2:9][C@H:8]([N:62]=[N+:63]=[N-:64])[CH2:7][N:6]1[C:11]([O:13][CH2:14][CH:15]=[CH2:16])=[O:12])=[O:4], predict the reactants needed to synthesize it. The reactants are: [CH3:1][O:2][C:3]([C@@H:5]1[CH2:9][C@@H:8](O)[CH2:7][N:6]1[C:11]([O:13][CH2:14][CH:15]=[CH2:16])=[O:12])=[O:4].C1(P(C2C=CC=CC=2)C2C=CC=CC=2)C=CC=CC=1.N(C(OCC)=O)=NC(OCC)=O.C1(P([N:62]=[N+:63]=[N-:64])(C2C=CC=CC=2)=O)C=CC=CC=1. (3) Given the product [NH:24]1[C:25]([C:26]2[CH:31]=[C:30]([C:2]3[C:10]4[C:5](=[CH:6][C:7]([CH:11]=[O:12])=[CH:8][CH:9]=4)[N:4]([CH2:13][O:14][CH2:15][CH2:16][Si:17]([CH3:20])([CH3:19])[CH3:18])[N:3]=3)[CH:29]=[CH:28][CH:27]=2)=[N:21][N:22]=[N:23]1, predict the reactants needed to synthesize it. The reactants are: I[C:2]1[C:10]2[C:5](=[CH:6][C:7]([CH:11]=[O:12])=[CH:8][CH:9]=2)[N:4]([CH2:13][O:14][CH2:15][CH2:16][Si:17]([CH3:20])([CH3:19])[CH3:18])[N:3]=1.[NH:21]1[C:25]([C:26]2[CH:27]=[C:28](B(O)O)[CH:29]=[CH:30][CH:31]=2)=[N:24][N:23]=[N:22]1.C([O-])([O-])=O.[Na+].[Na+].